From a dataset of Reaction yield outcomes from USPTO patents with 853,638 reactions. Predict the reaction yield, written as a fraction of the theoretical maximum amount of product (1.0 means a 100% yield; for example, 0.34 means a 34% yield). The reactants are [CH3:1][CH:2]([CH3:57])[C@H:3]([NH:52][C:53](=[O:56])[O:54][CH3:55])[C:4]([N:6]1[CH2:10][CH2:9][CH2:8][C@H:7]1[C:11]1[NH:12][CH:13]=[C:14]([C:16]2[CH:21]=[CH:20][C:19]([C:22]3[CH:27]=[CH:26][C:25]([C:28]4[N:29]=[C:30]([CH:33]5[CH2:40][C:36]6([CH2:39][NH:38][CH2:37]6)[CH2:35][N:34]5[C:41](=[O:51])[C@@H:42]([NH:46][C:47]([O:49][CH3:50])=[O:48])[CH:43]([CH3:45])[CH3:44])[NH:31][CH:32]=4)=[CH:24][CH:23]=3)=[CH:18][CH:17]=2)[N:15]=1)=[O:5].[CH3:58][N:59]=[C:60]=[O:61].C(=O)([O-])[O-].[K+].[K+]. The catalyst is C(Cl)Cl. The product is [CH3:1][CH:2]([CH3:57])[C@H:3]([NH:52][C:53](=[O:56])[O:54][CH3:55])[C:4]([N:6]1[CH2:10][CH2:9][CH2:8][C@H:7]1[C:11]1[NH:12][CH:13]=[C:14]([C:16]2[CH:21]=[CH:20][C:19]([C:22]3[CH:23]=[CH:24][C:25]([C:28]4[N:29]=[C:30]([CH:33]5[CH2:40][C:36]6([CH2:37][N:38]([C:60]([NH:59][CH3:58])=[O:61])[CH2:39]6)[CH2:35][N:34]5[C:41](=[O:51])[C@@H:42]([NH:46][C:47]([O:49][CH3:50])=[O:48])[CH:43]([CH3:44])[CH3:45])[NH:31][CH:32]=4)=[CH:26][CH:27]=3)=[CH:18][CH:17]=2)[N:15]=1)=[O:5]. The yield is 0.700.